This data is from Forward reaction prediction with 1.9M reactions from USPTO patents (1976-2016). The task is: Predict the product of the given reaction. (1) Given the reactants [F:1][C:2]1[C:8]([F:9])=[C:7]([F:10])[CH:6]=[CH:5][C:3]=1[NH2:4].[C:11]([O:16][CH2:17][CH3:18])(=[O:15])[C:12]([CH3:14])=O.S([O-])([O-])(=O)=O.[Mg+2].[H][H], predict the reaction product. The product is: [F:1][C:2]1[C:8]([F:9])=[C:7]([F:10])[CH:6]=[CH:5][C:3]=1[NH:4][CH:12]([CH3:14])[C:11]([O:16][CH2:17][CH3:18])=[O:15]. (2) Given the reactants [C:1]1([C:7]2[CH:8]=[N:9][C:10]3[C:15]([C:16]=2[C:17]2[CH:18]=[C:19]([NH2:23])[CH:20]=[CH:21][CH:22]=2)=[CH:14][CH:13]=[CH:12][C:11]=3[C:24]([F:27])([F:26])[F:25])[CH:6]=[CH:5][CH:4]=[CH:3][CH:2]=1.[Cl:28][C:29]1[CH:34]=[CH:33][CH:32]=[CH:31][C:30]=1[N:35]=[C:36]=[O:37], predict the reaction product. The product is: [Cl:28][C:29]1[CH:34]=[CH:33][CH:32]=[CH:31][C:30]=1[NH:35][C:36]([NH:23][C:19]1[CH:20]=[CH:21][CH:22]=[C:17]([C:16]2[C:15]3[C:10](=[C:11]([C:24]([F:27])([F:25])[F:26])[CH:12]=[CH:13][CH:14]=3)[N:9]=[CH:8][C:7]=2[C:1]2[CH:2]=[CH:3][CH:4]=[CH:5][CH:6]=2)[CH:18]=1)=[O:37]. (3) Given the reactants [CH2:1]([O:8][C:9]1[CH:10]=[C:11](Br)[C:12]2[S:16][C:15]([NH:17][C:18]([NH:20][CH2:21][CH3:22])=[O:19])=[N:14][C:13]=2[CH:23]=1)[C:2]1[CH:7]=[CH:6][CH:5]=[CH:4][CH:3]=1.C([O-])(=O)C.[K+].Br[C:31]1[CH:36]=[C:35]([CH3:37])[CH:34]=[CH:33][N:32]=1.C(=O)([O-])[O-].[Cs+].[Cs+], predict the reaction product. The product is: [CH2:1]([O:8][C:9]1[CH:10]=[C:11]([C:31]2[CH:36]=[C:35]([CH3:37])[CH:34]=[CH:33][N:32]=2)[C:12]2[S:16][C:15]([NH:17][C:18]([NH:20][CH2:21][CH3:22])=[O:19])=[N:14][C:13]=2[CH:23]=1)[C:2]1[CH:7]=[CH:6][CH:5]=[CH:4][CH:3]=1. (4) Given the reactants [CH3:1][N:2]([CH3:23])[C:3]1[CH:12]=[CH:11][C:10]([C:13]2[S:14][C:15]3[CH:21]([OH:22])[CH2:20][CH2:19][CH2:18][C:16]=3[N:17]=2)=[CH:9][C:4]=1[C:5](OC)=[O:6].[H-].C([Al+]CC(C)C)C(C)C, predict the reaction product. The product is: [CH3:1][N:2]([CH3:23])[C:3]1[CH:12]=[CH:11][C:10]([C:13]2[S:14][C:15]3[CH:21]([OH:22])[CH2:20][CH2:19][CH2:18][C:16]=3[N:17]=2)=[CH:9][C:4]=1[CH2:5][OH:6]. (5) Given the reactants Cl.[CH3:2][C@:3]12[CH:16]3[CH2:17][CH:14]([C:15]3([CH3:19])[CH3:18])[CH2:13][C@H:4]1[O:5][B:6]([C@@H:8]1[CH2:12][CH2:11][CH2:10][NH:9]1)[O:7]2.[N:20]1[C:29]2[C:24](=[CH:25][CH:26]=[CH:27][CH:28]=2)[C:23]([C:30]([NH:32][CH2:33][C:34](O)=[O:35])=[O:31])=[CH:22][CH:21]=1.CN(C(ON1N=NC2C=CC=NC1=2)=[N+](C)C)C.F[P-](F)(F)(F)(F)F.CCN(C(C)C)C(C)C, predict the reaction product. The product is: [O:35]=[C:34]([N:9]1[CH2:10][CH2:11][CH2:12][C@H:8]1[B:6]1[O:5][C@@H:4]2[CH2:13][CH:14]3[CH2:17][CH:16]([C@:3]2([CH3:2])[O:7]1)[C:15]3([CH3:19])[CH3:18])[CH2:33][NH:32][C:30]([C:23]1[C:24]2[C:29](=[CH:28][CH:27]=[CH:26][CH:25]=2)[N:20]=[CH:21][CH:22]=1)=[O:31]. (6) The product is: [Cl:3][CH2:14]/[CH:13]=[CH:12]/[C:8]1[CH:9]=[CH:10][CH:11]=[C:6]([F:5])[CH:7]=1. Given the reactants S(Cl)([Cl:3])=O.[F:5][C:6]1[CH:7]=[C:8](/[CH:12]=[CH:13]/[CH2:14]O)[CH:9]=[CH:10][CH:11]=1, predict the reaction product. (7) Given the reactants C(OC(=O)[NH:7][C:8]1[CH:13]=[C:12]([N:14]2[CH2:19][CH2:18][O:17][CH2:16][CH2:15]2)[C:11]([C:20]([F:23])([F:22])[F:21])=[CH:10][C:9]=1[NH:24][C:25](=[O:48])[CH2:26][C:27](=O)[C:28]1[CH:33]=[CH:32][CH:31]=[C:30]([N:34]2[C:38]([CH2:39][O:40]C3CCCCO3)=[CH:37][N:36]=[N:35]2)[CH:29]=1)(C)(C)C.C(O)(C(F)(F)F)=O, predict the reaction product. The product is: [OH:40][CH2:39][C:38]1[N:34]([C:30]2[CH:29]=[C:28]([C:27]3[CH2:26][C:25](=[O:48])[NH:24][C:9]4[CH:10]=[C:11]([C:20]([F:22])([F:21])[F:23])[C:12]([N:14]5[CH2:15][CH2:16][O:17][CH2:18][CH2:19]5)=[CH:13][C:8]=4[N:7]=3)[CH:33]=[CH:32][CH:31]=2)[N:35]=[N:36][CH:37]=1. (8) Given the reactants [CH3:1][C:2]1[C:7]([CH3:8])=[CH:6][C:5]2[N:9]([C@H:12]3[O:16][C@H:15]([CH2:17][OH:18])[C@@H:14]([O:19][P:20]([O:23][C@@H:24]([CH2:26][NH:27][C:28]([CH2:30][CH2:31][C@@:32]4([CH3:89])[C:48]5=[N:49][C@@H:34]([C@:35]6([CH3:84])[N-:73][C:38](=[C:39]([CH3:72])[C:40]7[C@:61]([CH2:63][C:64]([NH2:66])=[O:65])([CH3:62])[C@H:60]([CH2:67][CH2:68][C:69]([NH2:71])=[O:70])[C:42](=[CH:43][C:44]8[C:52]([CH3:54])([CH3:53])[C@H:51]([CH2:55][CH2:56][C:57]([NH2:59])=[O:58])[C:46](=[C:47]5[CH3:50])[N:45]=8)[N:41]=7)[C@@H:37]([CH2:74][CH2:75][C:76]([NH2:78])=[O:77])[C@@:36]6([CH2:80][C:81]([NH2:83])=[O:82])[CH3:79])[C@@H:33]4[CH2:85][C:86]([NH2:88])=[O:87])=[O:29])[CH3:25])([O-:22])=[O:21])[C@H:13]3[OH:90])[CH:10]=[N:11][C:4]=2[CH:3]=1.[C-]#N.[Co+3:93].[I-].C[S+](C)C.[BH4-].[Na+].[OH-].[Na+].Cl, predict the reaction product. The product is: [CH3-:1].[CH3:1][C:2]1[C:7]([CH3:8])=[CH:6][C:5]2[N:9]([C@H:12]3[O:16][C@H:15]([CH2:17][OH:18])[C@@H:14]([O:19][P:20]([O:23][CH:24]([CH2:26][NH:27][C:28]([CH2:30][CH2:31][C@@:32]4([CH3:89])[C:48]5=[N:49][C@@H:34]([C@:35]6([CH3:84])[N-:73][C:38](=[C:39]([CH3:72])[C:40]7[C@:61]([CH2:63][C:64]([NH2:66])=[O:65])([CH3:62])[C@H:60]([CH2:67][CH2:68][C:69]([NH2:71])=[O:70])[C:42](=[CH:43][C:44]8[C:52]([CH3:54])([CH3:53])[C@H:51]([CH2:55][CH2:56][C:57]([NH2:59])=[O:58])[C:46](=[C:47]5[CH3:50])[N:45]=8)[N:41]=7)[C@@H:37]([CH2:74][CH2:75][C:76]([NH2:78])=[O:77])[C@@:36]6([CH2:80][C:81]([NH2:83])=[O:82])[CH3:79])[C@@H:33]4[CH2:85][C:86]([NH2:88])=[O:87])=[O:29])[CH3:25])([O-:22])=[O:21])[C@H:13]3[OH:90])[CH:10]=[N:11][C:4]=2[CH:3]=1.[Co+3:93].